Dataset: Catalyst prediction with 721,799 reactions and 888 catalyst types from USPTO. Task: Predict which catalyst facilitates the given reaction. (1) Reactant: CC1(C)C(C)(C)OB([C:9]2[CH:10]=[N:11][CH:12]=[N:13][CH:14]=2)O1.[OH-].[Na+].[ClH:18].[N:19]12[CH2:26][CH2:25][CH:22]([CH2:23][CH2:24]1)[C@@H:21]([NH:27][C:28]([C:30]1[O:31][C:32]3[CH:38]=[CH:37][C:36](Br)=[CH:35][C:33]=3[CH:34]=1)=[O:29])[CH2:20]2. Product: [ClH:18].[N:19]12[CH2:24][CH2:23][CH:22]([CH2:25][CH2:26]1)[C@@H:21]([NH:27][C:28]([C:30]1[O:31][C:32]3[CH:38]=[CH:37][C:36]([C:9]4[CH:14]=[N:13][CH:12]=[N:11][CH:10]=4)=[CH:35][C:33]=3[CH:34]=1)=[O:29])[CH2:20]2. The catalyst class is: 151. (2) Reactant: [NH2:1][C:2]1[CH:7]=[CH:6][C:5]([OH:8])=[C:4]([C:9]2[N:13]([CH3:14])[N:12]=[CH:11][CH:10]=2)[CH:3]=1.[C:15]([O:19][C:20]([NH:22][C@@H:23]([CH3:30])[CH2:24]OS(C)(=O)=O)=[O:21])([CH3:18])([CH3:17])[CH3:16].C(=O)([O-])[O-].[Cs+].[Cs+]. Product: [NH2:1][C:2]1[CH:7]=[CH:6][C:5]([O:8][CH2:30][C@@H:23]([NH:22][C:20](=[O:21])[O:19][C:15]([CH3:16])([CH3:18])[CH3:17])[CH3:24])=[C:4]([C:9]2[N:13]([CH3:14])[N:12]=[CH:11][CH:10]=2)[CH:3]=1. The catalyst class is: 21. (3) Product: [CH2:1]([O:8][CH2:9][CH2:10][C:11]1[N:12]=[C:13]([C:17]2[CH:22]=[CH:21][C:20]([N:46]([CH3:45])[C:47]3[CH:52]=[CH:51][CH:50]=[CH:49][CH:48]=3)=[CH:19][CH:18]=2)[O:14][C:15]=1[CH3:16])[C:2]1[CH:7]=[CH:6][CH:5]=[CH:4][CH:3]=1. Reactant: [CH2:1]([O:8][CH2:9][CH2:10][C:11]1[N:12]=[C:13]([C:17]2[CH:22]=[CH:21][C:20](Br)=[CH:19][CH:18]=2)[O:14][C:15]=1[CH3:16])[C:2]1[CH:7]=[CH:6][CH:5]=[CH:4][CH:3]=1.C(P(C(C)(C)C)C1C=CC=CC=1C1C=CC=CC=1)(C)(C)C.[CH3:45][NH:46][C:47]1[CH:52]=[CH:51][CH:50]=[CH:49][CH:48]=1.CC(C)([O-])C.[Na+]. The catalyst class is: 222. (4) Reactant: [F:1][C:2]1[CH:7]=[CH:6][C:5]([CH:8](C2(O)CCN(C)CC2)[CH2:9][N:10]2[CH2:15][CH2:14][N:13]([CH2:16][CH2:17][CH2:18][CH2:19][C:20]3[C:29]4[C:24](=[CH:25][CH:26]=[CH:27][CH:28]=4)[CH:23]=[CH:22][CH:21]=3)[CH2:12][CH2:11]2)=[CH:4][CH:3]=1.[ClH:38].C([O:42][CH2:43][CH3:44])(=O)C. Product: [ClH:38].[ClH:38].[ClH:38].[F:1][C:2]1[CH:7]=[CH:6][C:5]([CH:8]([CH:11]2[CH2:44][CH:43]([OH:42])[CH2:8][CH2:9][N:10]2[CH3:15])[CH2:9][N:10]2[CH2:11][CH2:12][N:13]([CH2:16][CH2:17][CH2:18][CH2:19][C:20]3[C:29]4[C:24](=[CH:25][CH:26]=[CH:27][CH:28]=4)[CH:23]=[CH:22][CH:21]=3)[CH2:14][CH2:15]2)=[CH:4][CH:3]=1. The catalyst class is: 5. (5) Reactant: C(C1C=CC2N=C(N[C:16]([NH:18][CH2:19][CH3:20])=[O:17])SC=2C=1)C1C=CC=CC=1.[NH2:23][C:24]1[S:25][C:26]2[CH:32]=[C:31]([C:33]([O:35][CH2:36][CH3:37])=[O:34])[CH:30]=[CH:29][C:27]=2[N:28]=1.C(N(CC)CC)C.C(N=C=O)C. Product: [CH2:36]([O:35][C:33]([C:31]1[CH:30]=[CH:29][C:27]2[N:28]=[C:24]([NH:23][C:16]([NH:18][CH2:19][CH3:20])=[O:17])[S:25][C:26]=2[CH:32]=1)=[O:34])[CH3:37]. The catalyst class is: 11. (6) Reactant: [CH2:1]([NH:3][C:4]1[CH:9]=[CH:8][CH:7]=[CH:6][CH:5]=1)[CH3:2].[CH2:10]=O.[CH2:12]([N:14]([CH3:21])[C:15]1[CH:20]=[CH:19][CH:18]=[CH:17][CH:16]=1)[CH3:13].[C:22](Cl)(Cl)=[O:23].[OH-].[Na+]. The catalyst class is: 252. Product: [CH3:10][N:3]([CH2:1][CH3:2])[C:4]1[CH:9]=[CH:8][C:7]([C:22]([C:18]2[CH:19]=[CH:20][C:15]([N:14]([CH3:21])[CH2:12][CH3:13])=[CH:16][CH:17]=2)=[O:23])=[CH:6][CH:5]=1. (7) Reactant: [CH3:1][CH:2]([CH2:6][C:7](=O)[CH2:8][CH3:9])[C:3]([OH:5])=[O:4].Cl.[Cl:12][C:13]1[CH:30]=[CH:29][C:16]([C:17]([N:19]([C:21]2[CH:26]=[CH:25][C:24]([O:27][CH3:28])=[CH:23][CH:22]=2)N)=[O:18])=[CH:15][CH:14]=1. Product: [Cl:12][C:13]1[CH:30]=[CH:29][C:16]([C:17]([N:19]2[C:21]3[C:22](=[CH:23][C:24]([O:27][CH3:28])=[CH:25][CH:26]=3)[C:8]([CH3:9])=[C:7]2[CH2:6][CH:2]([CH3:1])[C:3]([OH:5])=[O:4])=[O:18])=[CH:15][CH:14]=1. The catalyst class is: 15. (8) Reactant: ClC1[CH:7]=[C:6]([C:8]2[CH:13]=[CH:12][C:11]([F:14])=[C:10]([Cl:15])[CH:9]=2)N=C(C(C)C)N=1.FC(F)(F)C1C(N2[CH2:32][CH2:31]NCC2)=NC=CC=1.[C:35]([O-:38])([O-])=[O:36].[K+].[K+].CC(N(C)C)=[O:43]. Product: [Cl:15][C:10]1[CH:9]=[C:8]([C:6](=[O:43])[CH2:7][C:35]([O:38][CH2:31][CH3:32])=[O:36])[CH:13]=[CH:12][C:11]=1[F:14]. The catalyst class is: 6. (9) Reactant: [NH2:1][C:2]1[C:7]([F:8])=[CH:6][C:5]([C:9]2[CH:14]=[CH:13][C:12]([C:15]([F:18])([F:17])[F:16])=[CH:11][CH:10]=2)=[CH:4][C:3]=1/[CH:19]=[CH:20]/[C:21]([O:23]CC)=O.[Mg]. Product: [F:8][C:7]1[CH:6]=[C:5]([C:9]2[CH:14]=[CH:13][C:12]([C:15]([F:18])([F:17])[F:16])=[CH:11][CH:10]=2)[CH:4]=[C:3]2[C:2]=1[NH:1][C:21](=[O:23])[CH:20]=[CH:19]2. The catalyst class is: 5. (10) Reactant: C([O-])([O-])=O.[K+].[K+].[CH3:7][NH:8][CH3:9].Cl[C:11]1[C:20]2[C:15](=[CH:16][C:17]([C:21]([F:24])([F:23])[F:22])=[CH:18][CH:19]=2)[N:14]=[C:13]([S:25][CH2:26][CH3:27])[C:12]=1[C:28]([NH:30][CH2:31][C:32]1[CH:37]=[CH:36][CH:35]=[C:34]([F:38])[CH:33]=1)=[O:29].CCCCCC. Product: [CH3:7][N:8]([CH3:9])[C:11]1[C:20]2[C:15](=[CH:16][C:17]([C:21]([F:24])([F:23])[F:22])=[CH:18][CH:19]=2)[N:14]=[C:13]([S:25][CH2:26][CH3:27])[C:12]=1[C:28]([NH:30][CH2:31][C:32]1[CH:37]=[CH:36][CH:35]=[C:34]([F:38])[CH:33]=1)=[O:29]. The catalyst class is: 18.